From a dataset of Full USPTO retrosynthesis dataset with 1.9M reactions from patents (1976-2016). Predict the reactants needed to synthesize the given product. (1) Given the product [Cl:1][C:2]1[CH:3]=[C:4]([CH:9]2[CH:15]([CH2:16][N:17]([CH3:18])[S:34]([CH3:33])(=[O:36])=[O:35])[O:14][CH2:13][CH2:12][N:11]([C:19]([O:21][C:22]([CH3:25])([CH3:24])[CH3:23])=[O:20])[CH2:10]2)[CH:5]=[CH:6][C:7]=1[Cl:8], predict the reactants needed to synthesize it. The reactants are: [Cl:1][C:2]1[CH:3]=[C:4]([CH:9]2[CH:15]([CH2:16][NH:17][CH3:18])[O:14][CH2:13][CH2:12][N:11]([C:19]([O:21][C:22]([CH3:25])([CH3:24])[CH3:23])=[O:20])[CH2:10]2)[CH:5]=[CH:6][C:7]=1[Cl:8].C(N(CC)CC)C.[CH3:33][S:34](Cl)(=[O:36])=[O:35].O. (2) Given the product [Br:22][C:14]1[S:13][C:12]([C:4]2[CH:5]=[CH:6][C:7]([O:8][CH:9]([CH3:11])[CH3:10])=[C:2]([Cl:1])[CH:3]=2)=[N:16][CH:15]=1, predict the reactants needed to synthesize it. The reactants are: [Cl:1][C:2]1[CH:3]=[C:4]([C:12]2[S:13][CH:14]=[CH:15][N:16]=2)[CH:5]=[CH:6][C:7]=1[O:8][CH:9]([CH3:11])[CH3:10].C([O-])(=O)C.[Na+].[Br:22]Br.[OH-].[Na+]. (3) Given the product [Cl:1][C:2]1[CH:16]=[CH:15][CH:14]=[C:4]([NH:5][C:6]2[CH:11]=[CH:10][C:9]([O:12][CH3:13])=[CH:8][CH:7]=2)[C:3]=1[NH2:17], predict the reactants needed to synthesize it. The reactants are: [Cl:1][C:2]1[C:3]([N+:17]([O-])=O)=[C:4]([CH:14]=[CH:15][CH:16]=1)[NH:5][C:6]1[CH:11]=[CH:10][C:9]([O:12][CH3:13])=[CH:8][CH:7]=1.C(O)(=O)C. (4) Given the product [CH2:12]([C:2]1[CH:1]=[C:6]([OH:7])[CH:5]=[CH:4][C:3]=1[CH3:8])[CH2:11][CH:10]=[CH2:9], predict the reactants needed to synthesize it. The reactants are: [CH:1]1[C:6]([OH:7])=[CH:5][CH:4]=[C:3]([CH3:8])[CH:2]=1.[CH2:9]=[CH:10][CH:11]=[CH2:12]. (5) Given the product [F:26][C:23]1[CH:24]=[CH:25][C:20]([CH2:19][CH:16]2[CH2:17][CH2:18][N:13]([C:11](=[O:12])[C:10]([NH:9][C:5]3[CH:6]=[CH:7][CH:8]=[C:3]([C:1]4[NH:30][N:29]=[N:28][N:2]=4)[CH:4]=3)=[O:27])[CH2:14][CH2:15]2)=[CH:21][CH:22]=1, predict the reactants needed to synthesize it. The reactants are: [C:1]([C:3]1[CH:4]=[C:5]([NH:9][C:10](=[O:27])[C:11]([N:13]2[CH2:18][CH2:17][CH:16]([CH2:19][C:20]3[CH:25]=[CH:24][C:23]([F:26])=[CH:22][CH:21]=3)[CH2:15][CH2:14]2)=[O:12])[CH:6]=[CH:7][CH:8]=1)#[N:2].[N:28](C[Sn])=[N+:29]=[N-:30]. (6) Given the product [CH3:22][O:21][C:20]1[CH:19]=[C:18]2[C:14]([CH:15]=[N:16][NH:17]2)=[CH:13][C:12]=1[NH:11][C:9]1[N:8]=[CH:7][N:6]=[C:5]2[NH:4][N:3]=[C:2]([C:23]3[CH:28]=[CH:27][CH:26]=[CH:25][CH:24]=3)[C:10]=12, predict the reactants needed to synthesize it. The reactants are: Br[C:2]1[C:10]2[C:5](=[N:6][CH:7]=[N:8][C:9]=2[NH:11][C:12]2[CH:13]=[C:14]3[C:18](=[CH:19][C:20]=2[O:21][CH3:22])[NH:17][N:16]=[CH:15]3)[NH:4][N:3]=1.[C:23]1(B(O)O)[CH:28]=[CH:27][CH:26]=[CH:25][CH:24]=1.C(=O)([O-])[O-].[Na+].[Na+]. (7) Given the product [CH3:45][C:46]1[CH:47]=[CH:48][C:49]([C:52]2[C:56]([C:57]([N:2]3[CH2:7][CH2:6][CH2:5][CH:4]([C:8]([OH:13])([CH2:11][CH3:12])[CH2:9][CH3:10])[CH2:3]3)=[O:58])=[CH:55][O:54][N:53]=2)=[CH:50][CH:51]=1, predict the reactants needed to synthesize it. The reactants are: Cl.[NH:2]1[CH2:7][CH2:6][CH2:5][CH:4]([C:8]([OH:13])([CH2:11][CH3:12])[CH2:9][CH3:10])[CH2:3]1.CN(C(ON1N=NC2C=CC=CC1=2)=[N+](C)C)C.[B-](F)(F)(F)F.C(N(C(C)C)C(C)C)C.[CH3:45][C:46]1[CH:51]=[CH:50][C:49]([C:52]2[C:56]([C:57](O)=[O:58])=[CH:55][O:54][N:53]=2)=[CH:48][CH:47]=1. (8) Given the product [CH3:1][O:2][C:3]1[CH:4]=[C:5]([NH:12][C@H:13]2[CH2:17][CH2:16][NH:15][CH2:14]2)[CH:6]=[CH:7][C:8]=1[N+:9]([O-:11])=[O:10], predict the reactants needed to synthesize it. The reactants are: [CH3:1][O:2][C:3]1[CH:4]=[C:5]([NH:12][C@H:13]2[CH2:17][CH2:16][N:15](C(OC(C)(C)C)=O)[CH2:14]2)[CH:6]=[CH:7][C:8]=1[N+:9]([O-:11])=[O:10].C(O)(C(F)(F)F)=O. (9) Given the product [CH2:21]([C@H:4]1[C@H:3]([CH3:23])[C@@H:2]([NH:1][C:25]2[CH:30]=[CH:29][CH:28]=[C:27]([CH3:31])[N:26]=2)[C:11]2[C:6](=[CH:7][CH:8]=[C:9]([N:12]3[CH2:13][CH2:14][O:15][CH2:16][CH2:17]3)[CH:10]=2)[N:5]1[C:18](=[O:20])[CH3:19])[CH3:22], predict the reactants needed to synthesize it. The reactants are: [NH2:1][C@H:2]1[C:11]2[C:6](=[CH:7][CH:8]=[C:9]([N:12]3[CH2:17][CH2:16][O:15][CH2:14][CH2:13]3)[CH:10]=2)[N:5]([C:18](=[O:20])[CH3:19])[C@@H:4]([CH2:21][CH3:22])[C@@H:3]1[CH3:23].Br[C:25]1[CH:30]=[CH:29][CH:28]=[C:27]([CH3:31])[N:26]=1.CN(C1C(C2C(P(C3CCCCC3)C3CCCCC3)=CC=CC=2)=CC=CC=1)C.CC(C)([O-])C.[Na+].